This data is from Catalyst prediction with 721,799 reactions and 888 catalyst types from USPTO. The task is: Predict which catalyst facilitates the given reaction. (1) Reactant: C([O:5][C:6](=[O:38])[C:7]([CH3:37])([O:9][C:10]1[CH:36]=[CH:35][C:13]([C:14]([O:16][CH2:17][C:18]2[N:19]=[N:20][N:21]([CH2:23][C:24]3[CH:29]=[CH:28][C:27]([O:30][C:31]([F:34])([F:33])[F:32])=[CH:26][CH:25]=3)[CH:22]=2)=[O:15])=[CH:12][CH:11]=1)[CH3:8])(C)(C)C.Cl. Product: [CH3:37][C:7]([O:9][C:10]1[CH:36]=[CH:35][C:13]([C:14]([O:16][CH2:17][C:18]2[N:19]=[N:20][N:21]([CH2:23][C:24]3[CH:25]=[CH:26][C:27]([O:30][C:31]([F:33])([F:34])[F:32])=[CH:28][CH:29]=3)[CH:22]=2)=[O:15])=[CH:12][CH:11]=1)([CH3:8])[C:6]([OH:38])=[O:5]. The catalyst class is: 12. (2) Reactant: F[C:2]1[C:7]([C:8]([F:11])([F:10])[F:9])=[C:6]([C:12]([F:18])([F:17])[C:13]([F:16])([F:15])[F:14])[N:5]=[C:4]([CH3:19])[N:3]=1.[C-:20]#[N:21].[Na+].O.C(OCC)(=O)C. Product: [CH3:19][C:4]1[N:3]=[C:2]([C:20]#[N:21])[C:7]([C:8]([F:11])([F:10])[F:9])=[C:6]([C:12]([F:18])([F:17])[C:13]([F:16])([F:15])[F:14])[N:5]=1. The catalyst class is: 10. (3) Reactant: C(OC([N:8]1[CH2:12][CH2:11][CH2:10][C@H:9]1[CH2:13][NH:14][C:15]1[C:16]([O:31][C:32]2[CH:37]=[CH:36][C:35]([O:38][CH3:39])=[CH:34][CH:33]=2)=[N:17][C:18]([CH:21]=[CH:22][C:23]2[CH:28]=[CH:27][C:26]([O:29][CH3:30])=[CH:25][CH:24]=2)=[N:19][CH:20]=1)=O)(C)(C)C.C(O)(C(F)(F)F)=O. Product: [CH3:39][O:38][C:35]1[CH:34]=[CH:33][C:32]([O:31][C:16]2[C:15]([NH:14][CH2:13][C@@H:9]3[CH2:10][CH2:11][CH2:12][NH:8]3)=[CH:20][N:19]=[C:18]([CH:21]=[CH:22][C:23]3[CH:24]=[CH:25][C:26]([O:29][CH3:30])=[CH:27][CH:28]=3)[N:17]=2)=[CH:37][CH:36]=1. The catalyst class is: 2. (4) Reactant: [Br:1][C:2]1[C:7](=[O:8])[N:6]2[CH:9]=[CH:10][CH:11]=[CH:12][C:5]2=[N:4][C:3]=1[CH3:13].[CH3:14][O:15][C:16]1[C:17]([O:24][CH2:25][CH2:26][CH2:27][CH2:28][CH3:29])=[C:18]([CH:21]=[CH:22][CH:23]=1)[CH:19]=O.[O-]CC.[Na+]. Product: [Br:1][C:2]1[C:7](=[O:8])[N:6]2[CH:9]=[CH:10][CH:11]=[CH:12][C:5]2=[N:4][C:3]=1/[CH:13]=[CH:19]/[C:18]1[CH:21]=[CH:22][CH:23]=[C:16]([O:15][CH3:14])[C:17]=1[O:24][CH2:25][CH2:26][CH2:27][CH2:28][CH3:29]. The catalyst class is: 8. (5) Reactant: [Br:1][C:2]1[C:14](=[O:15])[N:13]([CH:16]2[CH2:20][CH2:19][CH2:18][CH2:17]2)[C:5]2[N:6]=[C:7](S(C)=O)[N:8]=[CH:9][C:4]=2[C:3]=1[CH3:21].[NH2:22][C:23]1[N:28]=[CH:27][C:26]([N:29]2[CH2:34][CH2:33][CH:32]([OH:35])[CH2:31][CH2:30]2)=[CH:25][CH:24]=1. Product: [Br:1][C:2]1[C:14](=[O:15])[N:13]([CH:16]2[CH2:20][CH2:19][CH2:18][CH2:17]2)[C:5]2[N:6]=[C:7]([NH:22][C:23]3[N:28]=[CH:27][C:26]([N:29]4[CH2:34][CH2:33][CH:32]([OH:35])[CH2:31][CH2:30]4)=[CH:25][CH:24]=3)[N:8]=[CH:9][C:4]=2[C:3]=1[CH3:21]. The catalyst class is: 11. (6) Reactant: [Br:1][CH2:2][C:3]1[CH:8]=[CH:7][C:6]([CH2:9][C:10]([OH:12])=[O:11])=[CH:5][CH:4]=1.[CH3:13][Si](Cl)(C)C. Product: [Br:1][CH2:2][C:3]1[CH:4]=[CH:5][C:6]([CH2:9][C:10]([O:12][CH3:13])=[O:11])=[CH:7][CH:8]=1. The catalyst class is: 5. (7) Reactant: F[C:2]1[CH:7]=[CH:6][CH:5]=[CH:4][C:3]=1[N+:8]([O-:10])=[O:9].C(=O)([O-])[O-].[K+].[K+].[Cl:17][C:18]1[CH:23]=[C:22]([Cl:24])[CH:21]=[CH:20][C:19]=1[OH:25]. Product: [Cl:17][C:18]1[CH:23]=[C:22]([Cl:24])[CH:21]=[CH:20][C:19]=1[O:25][C:2]1[CH:7]=[CH:6][CH:5]=[CH:4][C:3]=1[N+:8]([O-:10])=[O:9]. The catalyst class is: 9.